Predict which catalyst facilitates the given reaction. From a dataset of Catalyst prediction with 721,799 reactions and 888 catalyst types from USPTO. (1) Reactant: C(OC(N(CCC([N:17]1[CH2:26][CH2:25][C:24]2[C:19](=[CH:20][C:21]([O:29][CH3:30])=[C:22]([O:27][CH3:28])[CH:23]=2)[C:18]21[CH2:35][CH2:34][CH:33]([C:36]([N:38]1[CH2:43][CH2:42][N:41]([C:44]3[CH:49]=[CH:48][N:47]=[C:46]([C:50](OC)=[O:51])[CH:45]=3)[CH2:40][CH2:39]1)=[O:37])[CH2:32][CH:31]2[CH:54]1[C:63]2[C:58](=[CH:59][C:60]([O:66][CH3:67])=[C:61]([O:64][CH3:65])[CH:62]=2)[CH2:57][CH2:56][N:55]1[CH2:68][CH3:69])=O)C)=O)C1C=CC=CC=1.[BH4-].[Ca+2].[BH4-].[Cl-].[Ca+2].[Cl-].[BH4-].[Na+]. Product: [CH3:28][O:27][C:22]1[CH:23]=[C:24]2[C:19](=[CH:20][C:21]=1[O:29][CH3:30])[C:18]1([CH2:35][CH2:34][CH:33]([C:36]([N:38]3[CH2:39][CH2:40][N:41]([C:44]4[CH:49]=[CH:48][N:47]=[C:46]([CH2:50][OH:51])[CH:45]=4)[CH2:42][CH2:43]3)=[O:37])[CH2:32][CH:31]1[CH:54]1[C:63]3[C:58](=[CH:59][C:60]([O:66][CH3:67])=[C:61]([O:64][CH3:65])[CH:62]=3)[CH2:57][CH2:56][N:55]1[CH2:68][CH3:69])[NH:17][CH2:26][CH2:25]2. The catalyst class is: 30. (2) Reactant: B(Br)(Br)Br.C(OC(=O)[NH:11][N:12]1[C:20]2[C:19]([CH3:21])=[C:18]([CH3:22])[N:17]=[C:16]([Cl:23])[C:15]=2[N:14]=[C:13]1[CH2:24][CH2:25][O:26]C)(C)(C)C. The catalyst class is: 4. Product: [NH2:11][N:12]1[C:20]2[C:19]([CH3:21])=[C:18]([CH3:22])[N:17]=[C:16]([Cl:23])[C:15]=2[N:14]=[C:13]1[CH2:24][CH2:25][OH:26]. (3) Reactant: [NH2:1]C1C=CC(C2C=CC=CC=2)=CC=1C#N.N1C=CC=CC=1.[C:22](Cl)(Cl)=[O:23].[C:26]1([C:32]2[CH:33]=[CH:34][C:35]3[O:39][C:38]([CH2:40][OH:41])=[CH:37][C:36]=3[CH:42]=2)[CH:31]=[CH:30][CH:29]=[CH:28][CH:27]=1.C(N(CC)CC)C. Product: [C:26]1([C:32]2[CH:33]=[CH:34][C:35]3[O:39][C:38]([CH2:40][O:41][C:22](=[O:23])[NH2:1])=[CH:37][C:36]=3[CH:42]=2)[CH:27]=[CH:28][CH:29]=[CH:30][CH:31]=1. The catalyst class is: 11. (4) Reactant: O[C:2]1[CH:3]=[C:4]([CH:7]=[CH:8][C:9]=1O)[CH:5]=O.[C:11](=[O:14])([O-])[O-].[Cs+].[Cs+].S(O[CH2:22][CH2:23][CH2:24][CH2:25][CH2:26][CH2:27][CH2:28][CH2:29]/[CH:30]=[CH:31]\[CH2:32]/[CH:33]=[CH:34]\[CH2:35][CH2:36][CH2:37][CH2:38][CH3:39])(=O)(=O)C. Product: [CH2:5]([C:4]1[C:3]([CH2:22][CH2:23][CH2:24][CH2:25][CH2:26][CH2:27][CH2:28][CH2:29]/[CH:30]=[CH:31]\[CH2:32]/[CH:33]=[CH:34]\[CH2:35][CH2:36][CH2:37][CH2:38][CH3:39])=[C:2]([CH:9]=[CH:8][CH:7]=1)[CH:11]=[O:14])[CH2:22][CH2:23][CH2:24][CH2:25][CH2:26][CH2:27][CH2:28]/[CH:29]=[CH:30]\[CH2:31]/[CH:32]=[CH:33]\[CH2:34][CH2:35][CH2:36][CH2:37][CH3:38]. The catalyst class is: 270. (5) Reactant: [NH2:1][C:2]1[CH:7]=[C:6]([O:8][C:9]2[CH:14]=[CH:13][C:12]([N+:15]([O-:17])=[O:16])=[CH:11][C:10]=2[F:18])[N:5]=[CH:4][N:3]=1.C(N(CC)CC)C.Cl[C:27](OC1C=CC=CC=1)=[O:28].[NH:36]1[CH2:41][CH2:40][O:39][CH2:38][CH2:37]1. The catalyst class is: 7. Product: [F:18][C:10]1[CH:11]=[C:12]([N+:15]([O-:17])=[O:16])[CH:13]=[CH:14][C:9]=1[O:8][C:6]1[N:5]=[CH:4][N:3]=[C:2]([NH:1][C:27]([N:36]2[CH2:41][CH2:40][O:39][CH2:38][CH2:37]2)=[O:28])[CH:7]=1. (6) Reactant: Cl.Cl[C:3]1[N:8]2[N:9]=[C:10]([CH:12]3[CH2:17][CH2:16][N:15]([CH:18]([CH3:20])[CH3:19])[CH2:14][CH2:13]3)[N:11]=[C:7]2[CH:6]=[C:5]([C:21]2[CH:26]=[CH:25][C:24]([F:27])=[CH:23][C:22]=2[Cl:28])[N:4]=1.Cl.[NH:30]1[CH2:35][CH2:34][CH2:33][CH:32]([NH:36][C:37]2[N:42]=[CH:41][C:40]([C:43]#[N:44])=[CH:39][CH:38]=2)[CH2:31]1.C(N(CC)C(C)C)(C)C. Product: [Cl:28][C:22]1[CH:23]=[C:24]([F:27])[CH:25]=[CH:26][C:21]=1[C:5]1[N:4]=[C:3]([N:30]2[CH2:35][CH2:34][CH2:33][CH:32]([NH:36][C:37]3[N:42]=[CH:41][C:40]([C:43]#[N:44])=[CH:39][CH:38]=3)[CH2:31]2)[N:8]2[N:9]=[C:10]([CH:12]3[CH2:17][CH2:16][N:15]([CH:18]([CH3:20])[CH3:19])[CH2:14][CH2:13]3)[N:11]=[C:7]2[CH:6]=1. The catalyst class is: 16. (7) Reactant: [CH:1]1([NH:4][C:5](=[O:32])[C:6]2[CH:11]=[CH:10][C:9]([CH3:12])=[C:8]([N:13]3[CH:18]=[CH:17][N:16]=[C:15]([NH:19][C:20]4([C:23]5[CH:28]=[C:27]([F:29])[CH:26]=[CH:25][C:24]=5[OH:30])[CH2:22][CH2:21]4)[C:14]3=[O:31])[CH:7]=2)[CH2:3][CH2:2]1.Br[CH2:34][CH2:35][Cl:36].C(=O)([O-])[O-].[Cs+].[Cs+]. Product: [Cl:36][CH2:35][CH2:34][O:30][C:24]1[CH:25]=[CH:26][C:27]([F:29])=[CH:28][C:23]=1[C:20]1([NH:19][C:15]2[C:14](=[O:31])[N:13]([C:8]3[CH:7]=[C:6]([CH:11]=[CH:10][C:9]=3[CH3:12])[C:5]([NH:4][CH:1]3[CH2:3][CH2:2]3)=[O:32])[CH:18]=[CH:17][N:16]=2)[CH2:22][CH2:21]1. The catalyst class is: 10. (8) Reactant: Br[CH2:2][C:3]([C:5]1[C:14]([CH3:15])=[CH:13][C:8]2[C:9](=[O:12])[O:10][CH2:11][C:7]=2[C:6]=1[CH3:16])=[O:4].[Cl-].[OH:18][C@H:19]([C:27]1[CH:36]=[CH:35][C:30]2[C:31](=[O:34])[O:32][CH2:33][C:29]=2[C:28]=1[CH3:37])[CH2:20][NH+:21]1[CH2:26][CH2:25][NH:24][CH2:23][CH2:22]1. Product: [OH:18][C@H:19]([C:27]1[CH:36]=[CH:35][C:30]2[C:31](=[O:34])[O:32][CH2:33][C:29]=2[C:28]=1[CH3:37])[CH2:20][N:21]1[CH2:26][CH2:25][N:24]([CH2:2][C:3]([C:5]2[C:14]([CH3:15])=[CH:13][C:8]3[C:9](=[O:12])[O:10][CH2:11][C:7]=3[C:6]=2[CH3:16])=[O:4])[CH2:23][CH2:22]1. The catalyst class is: 1. (9) Reactant: [OH:1][C:2]1[CH:7]=[CH:6][CH:5]=[CH:4][C:3]=1[CH2:8][C:9]([OH:11])=[O:10].CC(C)([O-])C.[K+].[CH3:18][O:19][C:20]1[CH:27]=[CH:26][C:23]([CH2:24]Cl)=[CH:22][CH:21]=1. Product: [OH:1][C:2]1[CH:7]=[CH:6][CH:5]=[CH:4][C:3]=1[CH2:8][C:9]([O:11][CH2:24][C:23]1[CH:26]=[CH:27][C:20]([O:19][CH3:18])=[CH:21][CH:22]=1)=[O:10]. The catalyst class is: 9. (10) Reactant: [C:9](O[C:9]([O:11][C:12]([CH3:15])([CH3:14])[CH3:13])=[O:10])([O:11][C:12]([CH3:15])([CH3:14])[CH3:13])=[O:10].[CH3:16][C:17]1[C:25]2[C:20](=[CH:21][CH:22]=[CH:23][CH:24]=2)[NH:19][CH:18]=1. Product: [C:12]([O:11][C:9]([N:19]1[C:20]2[C:25](=[CH:24][CH:23]=[CH:22][CH:21]=2)[C:17]([CH3:16])=[CH:18]1)=[O:10])([CH3:13])([CH3:14])[CH3:15]. The catalyst class is: 166.